This data is from Reaction yield outcomes from USPTO patents with 853,638 reactions. The task is: Predict the reaction yield, written as a fraction of the theoretical maximum amount of product (1.0 means a 100% yield; for example, 0.34 means a 34% yield). The reactants are [C:1]([C:3]1[C:4](=N)[O:5][C:6]2[C:11]([C:12]=1[C:13]1[CH:18]=[CH:17][CH:16]=[CH:15][CH:14]=1)=[CH:10][CH:9]=[CH:8][CH:7]=2)#[N:2].Cl.C[OH:22]. No catalyst specified. The product is [C:1]([C:3]1[C:4](=[O:22])[O:5][C:6]2[C:11]([C:12]=1[C:13]1[CH:18]=[CH:17][CH:16]=[CH:15][CH:14]=1)=[CH:10][CH:9]=[CH:8][CH:7]=2)#[N:2]. The yield is 0.390.